From a dataset of Peptide-MHC class I binding affinity with 185,985 pairs from IEDB/IMGT. Regression. Given a peptide amino acid sequence and an MHC pseudo amino acid sequence, predict their binding affinity value. This is MHC class I binding data. The peptide sequence is RPTHKPVTL. The MHC is HLA-A26:01 with pseudo-sequence HLA-A26:01. The binding affinity (normalized) is 0.213.